From a dataset of NCI-60 drug combinations with 297,098 pairs across 59 cell lines. Regression. Given two drug SMILES strings and cell line genomic features, predict the synergy score measuring deviation from expected non-interaction effect. (1) Drug 1: CC(CN1CC(=O)NC(=O)C1)N2CC(=O)NC(=O)C2. Drug 2: CC1C(C(CC(O1)OC2CC(CC3=C2C(=C4C(=C3O)C(=O)C5=C(C4=O)C(=CC=C5)OC)O)(C(=O)CO)O)N)O.Cl. Cell line: CCRF-CEM. Synergy scores: CSS=50.1, Synergy_ZIP=-6.05, Synergy_Bliss=-12.3, Synergy_Loewe=-10.2, Synergy_HSA=-8.62. (2) Cell line: MOLT-4. Drug 1: C1=CC(=CC=C1CC(C(=O)O)N)N(CCCl)CCCl.Cl. Drug 2: C1CN1P(=S)(N2CC2)N3CC3. Synergy scores: CSS=76.8, Synergy_ZIP=1.51, Synergy_Bliss=1.21, Synergy_Loewe=-3.49, Synergy_HSA=2.63. (3) Drug 1: C1=CN(C(=O)N=C1N)C2C(C(C(O2)CO)O)O.Cl. Drug 2: CC1=C(C(=O)C2=C(C1=O)N3CC4C(C3(C2COC(=O)N)OC)N4)N. Cell line: OVCAR-8. Synergy scores: CSS=55.4, Synergy_ZIP=-5.53, Synergy_Bliss=-4.89, Synergy_Loewe=2.66, Synergy_HSA=4.70. (4) Drug 1: CC1=CC=C(C=C1)C2=CC(=NN2C3=CC=C(C=C3)S(=O)(=O)N)C(F)(F)F. Drug 2: CC1CCCC2(C(O2)CC(NC(=O)CC(C(C(=O)C(C1O)C)(C)C)O)C(=CC3=CSC(=N3)C)C)C. Cell line: HL-60(TB). Synergy scores: CSS=83.1, Synergy_ZIP=2.66, Synergy_Bliss=2.30, Synergy_Loewe=-35.0, Synergy_HSA=-0.630. (5) Drug 1: CC1=C2C(C(=O)C3(C(CC4C(C3C(C(C2(C)C)(CC1OC(=O)C(C(C5=CC=CC=C5)NC(=O)C6=CC=CC=C6)O)O)OC(=O)C7=CC=CC=C7)(CO4)OC(=O)C)O)C)OC(=O)C. Drug 2: CN(C(=O)NC(C=O)C(C(C(CO)O)O)O)N=O. Cell line: SF-268. Synergy scores: CSS=6.69, Synergy_ZIP=-4.28, Synergy_Bliss=-5.81, Synergy_Loewe=-20.6, Synergy_HSA=-5.06.